Dataset: hERG potassium channel inhibition data for cardiac toxicity prediction from Karim et al.. Task: Regression/Classification. Given a drug SMILES string, predict its toxicity properties. Task type varies by dataset: regression for continuous values (e.g., LD50, hERG inhibition percentage) or binary classification for toxic/non-toxic outcomes (e.g., AMES mutagenicity, cardiotoxicity, hepatotoxicity). Dataset: herg_karim. (1) The molecule is Cc1cn([C@@H]2C[C@@H](O)[C@H](CO)O2)c(=O)[nH]c1=O. The result is 0 (non-blocker). (2) The result is 1 (blocker). The molecule is COc1ccc(CC[N+](C)CCCC(C#N)(c2cc(OC)c(OC)c(OC)c2)C(C)C)cc1OC.